Dataset: CYP2D6 inhibition data for predicting drug metabolism from PubChem BioAssay. Task: Regression/Classification. Given a drug SMILES string, predict its absorption, distribution, metabolism, or excretion properties. Task type varies by dataset: regression for continuous measurements (e.g., permeability, clearance, half-life) or binary classification for categorical outcomes (e.g., BBB penetration, CYP inhibition). Dataset: cyp2d6_veith. (1) The molecule is Cc1noc(C)c1-c1nc(NC2CC2)c2ccccc2n1. The result is 0 (non-inhibitor). (2) The compound is CSCC[C@H](NC(=O)c1nn(C)c(=O)c2ccccc12)c1nc2ccccc2[nH]1. The result is 0 (non-inhibitor). (3) The drug is Cc1cc2nc(C)n(CCCN)c2cc1C.Cl. The result is 0 (non-inhibitor). (4) The molecule is COc1ccc(CNc2ncncc2-c2ccccc2OC)c(OC)c1. The result is 1 (inhibitor). (5) The molecule is Cc1ncc(N=Nc2ccccc2Cl)c(-c2ccccc2)n1. The result is 0 (non-inhibitor).